From a dataset of Catalyst prediction with 721,799 reactions and 888 catalyst types from USPTO. Predict which catalyst facilitates the given reaction. (1) Reactant: [Cl:1][C:2]1[CH:9]=[CH:8][C:5]([CH2:6][NH2:7])=[CH:4][CH:3]=1.C[Al](C)C.[N:14]1([CH2:20][C:21]2[CH:22]=[C:23]3[C:32]4[N:31]([CH:33]=2)[C:30](=[O:34])[C:29]([C:35](OCC)=[O:36])=[CH:28][C:27]=4[CH2:26][CH2:25][CH2:24]3)[CH2:19][CH2:18][O:17][CH2:16][CH2:15]1. Product: [Cl:1][C:2]1[CH:9]=[CH:8][C:5]([CH2:6][NH:7][C:35]([C:29]2[C:30](=[O:34])[N:31]3[CH:33]=[C:21]([CH2:20][N:14]4[CH2:15][CH2:16][O:17][CH2:18][CH2:19]4)[CH:22]=[C:23]4[CH2:24][CH2:25][CH2:26][C:27]([CH:28]=2)=[C:32]34)=[O:36])=[CH:4][CH:3]=1. The catalyst class is: 2. (2) Reactant: [Br:1][C:2]1[N:7]=[C:6]([C:8]([NH:12][C:13](=[O:16])[CH2:14]Cl)([CH3:11])[CH2:9][OH:10])[CH:5]=[CH:4][CH:3]=1.CC([O-])(C)C.[K+]. Product: [Br:1][C:2]1[N:7]=[C:6]([C:8]2([CH3:11])[NH:12][C:13](=[O:16])[CH2:14][O:10][CH2:9]2)[CH:5]=[CH:4][CH:3]=1. The catalyst class is: 107. (3) Reactant: C([O-])([O-])=O.[K+].[K+].C(=O)(OC(Cl)C)[O:8][C@:9]([C:19]1[CH:24]=[C:23]([Cl:25])[CH:22]=[CH:21][C:20]=1[NH:26][C:27]([C@@]12C(C)(C)[C@@](C)(CC1)C(=O)O2)=[O:28])([C:14]#[C:15][CH:16]1[CH2:18][CH2:17]1)[C:10]([F:13])([F:12])[F:11].C(OC)(C)(C)C.O. Product: [Cl:25][C:23]1[CH:22]=[CH:21][C:20]2[NH:26][C:27](=[O:28])[O:8][C@:9]([C:14]#[C:15][CH:16]3[CH2:18][CH2:17]3)([C:10]([F:13])([F:12])[F:11])[C:19]=2[CH:24]=1. The catalyst class is: 9.